This data is from Full USPTO retrosynthesis dataset with 1.9M reactions from patents (1976-2016). The task is: Predict the reactants needed to synthesize the given product. Given the product [NH2:1][CH:2]([CH2:19][C:20]1[CH:25]=[CH:24][CH:23]=[C:22]([O:26][C:27]([F:31])([F:32])[CH:28]([F:29])[F:30])[CH:21]=1)[CH:3]([C:5]1[CH:6]=[C:7]([OH:11])[CH:8]=[CH:9][CH:10]=1)[OH:4], predict the reactants needed to synthesize it. The reactants are: [NH2:1][CH:2]([CH2:19][C:20]1[CH:25]=[CH:24][CH:23]=[C:22]([O:26][C:27]([F:32])([F:31])[CH:28]([F:30])[F:29])[CH:21]=1)[CH:3]([C:5]1[CH:10]=[CH:9][CH:8]=[C:7]([O:11]CC2C=CC=CC=2)[CH:6]=1)[OH:4].